From a dataset of Blood-brain barrier permeability regression values from the B3DB database. Regression/Classification. Given a drug SMILES string, predict its absorption, distribution, metabolism, or excretion properties. Task type varies by dataset: regression for continuous measurements (e.g., permeability, clearance, half-life) or binary classification for categorical outcomes (e.g., BBB penetration, CYP inhibition). For this dataset (b3db_regression), we predict Y. (1) The compound is CC(=O)NC1=CC=C(C=C1)C(=O)NC2=CC=CC=C2N. The Y is -0.580 log(BB ratio). (2) The compound is CC(C)COC(=O)C. The Y is 0.450 log(BB ratio).